Dataset: Reaction yield outcomes from USPTO patents with 853,638 reactions. Task: Predict the reaction yield, written as a fraction of the theoretical maximum amount of product (1.0 means a 100% yield; for example, 0.34 means a 34% yield). (1) The reactants are C(O)(=[O:3])C.O.[C:6]([C:9]1[CH:14]=[CH:13][CH:12]=[CH:11][CH:10]=1)(=[O:8])[CH3:7]. The catalyst is O1CCOCC1. The product is [O:8]=[C:6]([C:9]1[CH:14]=[CH:13][CH:12]=[CH:11][CH:10]=1)[CH:7]=[O:3]. The yield is 0.727. (2) The reactants are [NH2:1][C:2]1[CH:7]=[CH:6][C:5]([CH2:8][C:9]#[N:10])=[CH:4][CH:3]=1.[S-:11][C:12]#[N:13].[K+].BrBr. The catalyst is CC(O)=O. The product is [NH2:13][C:12]1[S:11][C:3]2[CH:4]=[C:5]([CH2:8][C:9]#[N:10])[CH:6]=[CH:7][C:2]=2[N:1]=1. The yield is 0.860.